Dataset: Forward reaction prediction with 1.9M reactions from USPTO patents (1976-2016). Task: Predict the product of the given reaction. (1) The product is: [CH2:1]([O:3][C:4]([C:6]1[C@@H:7]2[N:24]([C:25]([O:58][C:55]([CH3:57])([CH3:56])[CH3:54])=[O:34])[C@H:11]([CH2:12][C:13]=1[C:14]1[CH:19]=[CH:18][C:17]([CH2:20][CH2:21][CH2:22][OH:23])=[CH:16][CH:15]=1)[CH2:10][N:9]([C:26]([O:28][C:29]([CH3:31])([CH3:30])[CH3:32])=[O:27])[CH2:8]2)=[O:5])[CH3:2]. Given the reactants [CH2:1]([O:3][C:4]([C:6]1[CH:7]2[N:24]([CH3:25])[CH:11]([CH2:12][C:13]=1[C:14]1[CH:19]=[CH:18][C:17]([CH2:20][CH2:21][CH2:22][OH:23])=[CH:16][CH:15]=1)[CH2:10][N:9]([C:26]([O:28][C:29]([CH3:32])([CH3:31])[CH3:30])=[O:27])[CH2:8]2)=[O:5])[CH3:2].C([O-])(O)=[O:34].[Na+].ClC(OC(Cl)C)=O.CCN(C(C)C)C(C)C.[CH3:54][C:55]([O:58]C(OC([O:58][C:55]([CH3:57])([CH3:56])[CH3:54])=O)=O)([CH3:57])[CH3:56], predict the reaction product. (2) Given the reactants [CH3:1][C:2]([CH3:7])=[CH:3][C:4]([OH:6])=O.CS(O)(=O)=[O:10].C([O:21][CH2:22][CH2:23][C:24]1[C:29]([O:30][CH3:31])=[CH:28][CH:27]=[CH:26][C:25]=1[OH:32])(=O)C1C=CC=CC=1.[C:33]1([CH3:39])[CH:38]=[CH:37][CH:36]=[CH:35][CH:34]=1, predict the reaction product. The product is: [C:39]([O:21][CH2:22][CH2:23][C:24]1[C:29]([O:30][CH3:31])=[CH:28][CH:27]=[C:26]2[C:25]=1[O:32][C:2]([CH3:7])([CH3:1])[CH2:3][C:4]2=[O:6])(=[O:10])[C:33]1[CH:38]=[CH:37][CH:36]=[CH:35][CH:34]=1. (3) Given the reactants [Cl:1][C:2]1[N:10]2[C:6](=[N:7][C:8]3[CH:14]=[CH:13][CH:12]=[CH:11][C:9]=32)[C:5]([C:15]#[N:16])=[C:4]([CH3:17])[C:3]=1[CH2:18][C:19]1[CH:24]=[CH:23][C:22](F)=[CH:21][CH:20]=1.[CH3:26][O:27]C1C=CC(CC2C(=O)N3C(NC4C=CC=CC=43)=C(C#N)C=2C)=CC=1, predict the reaction product. The product is: [Cl:1][C:2]1[N:10]2[C:6](=[N:7][C:8]3[CH:14]=[CH:13][CH:12]=[CH:11][C:9]=32)[C:5]([C:15]#[N:16])=[C:4]([CH3:17])[C:3]=1[CH2:18][C:19]1[CH:24]=[CH:23][C:22]([O:27][CH3:26])=[CH:21][CH:20]=1.